From a dataset of Full USPTO retrosynthesis dataset with 1.9M reactions from patents (1976-2016). Predict the reactants needed to synthesize the given product. (1) Given the product [C:22]([O:26][C:27]([N:29]1[CH2:34][CH2:33][N:32]([C:35]2[CH:36]=[N:37][C:38]([NH:41][C:7]3[N:8]=[CH:9][C:4]4[C:3]([CH3:21])=[C:2]([Br:1])[C:14](=[O:15])[N:13]([CH:16]5[CH2:20][CH2:19][CH2:18][CH2:17]5)[C:5]=4[N:6]=3)=[CH:39][CH:40]=2)[CH2:31][CH2:30]1)=[O:28])([CH3:25])([CH3:23])[CH3:24], predict the reactants needed to synthesize it. The reactants are: [Br:1][C:2]1[C:14](=[O:15])[N:13]([CH:16]2[CH2:20][CH2:19][CH2:18][CH2:17]2)[C:5]2[N:6]=[C:7](S(C)=O)[N:8]=[CH:9][C:4]=2[C:3]=1[CH3:21].[C:22]([O:26][C:27]([N:29]1[CH2:34][CH2:33][N:32]([C:35]2[CH:36]=[N:37][C:38]([NH2:41])=[CH:39][CH:40]=2)[CH2:31][CH2:30]1)=[O:28])([CH3:25])([CH3:24])[CH3:23].CO.C(Cl)Cl. (2) Given the product [N:35]1[C:30]2[C:29](=[N:34][CH:33]=[CH:32][CH:31]=2)[N:28]([O:10][C:4]2[C:5]3[CH:9]=[CH:8][S:7][C:6]=3[N:1]=[CH:2][N:3]=2)[N:36]=1, predict the reactants needed to synthesize it. The reactants are: [N:1]1[C:6]2[S:7][CH:8]=[CH:9][C:5]=2[C:4](=[O:10])[NH:3][CH:2]=1.C1CN([P+](O[N:28]2[N:36]=[N:35][C:30]3[CH:31]=[CH:32][CH:33]=[N:34][C:29]2=3)(N2CCCC2)N2CCCC2)CC1.F[P-](F)(F)(F)(F)F.C1CCN2C(=NCCC2)CC1. (3) Given the product [NH:16]1[C:20]2[CH:21]=[CH:22][CH:23]=[C:24]([C:2]3[N:11]=[CH:10][C:9]4[NH:8][CH2:7][CH:6]5[CH2:12][O:13][CH2:14][CH2:15][N:5]5[C:4]=4[N:3]=3)[C:19]=2[N:18]=[CH:17]1, predict the reactants needed to synthesize it. The reactants are: Cl[C:2]1[N:11]=[CH:10][C:9]2[NH:8][CH2:7][CH:6]3[CH2:12][O:13][CH2:14][CH2:15][N:5]3[C:4]=2[N:3]=1.[NH:16]1[C:20]2[CH:21]=[CH:22][CH:23]=[C:24](B(O)O)[C:19]=2[N:18]=[CH:17]1. (4) Given the product [ClH:1].[C:15]([C:19]1[N:24]=[C:23]([N:25]2[CH2:26][CH2:27][N:28]([CH2:2][CH2:3][CH2:4][CH2:5][N:6]3[C:11](=[O:12])[NH:10][C:9](=[O:13])[C:8]([CH3:14])=[N:7]3)[CH2:29][CH2:30]2)[CH:22]=[C:21]([C:31]([F:32])([F:33])[F:34])[N:20]=1)([CH3:18])([CH3:16])[CH3:17], predict the reactants needed to synthesize it. The reactants are: [Cl:1][CH2:2][CH2:3][CH2:4][CH2:5][N:6]1[C:11](=[O:12])[NH:10][C:9](=[O:13])[C:8]([CH3:14])=[N:7]1.[C:15]([C:19]1[N:24]=[C:23]([N:25]2[CH2:30][CH2:29][NH:28][CH2:27][CH2:26]2)[CH:22]=[C:21]([C:31]([F:34])([F:33])[F:32])[N:20]=1)([CH3:18])([CH3:17])[CH3:16]. (5) Given the product [CH3:32][S:29]([C:26]([C:18]1[CH:19]=[C:20]2[C:25](=[C:16]([C:12]3[CH:11]=[C:10]([CH:15]=[CH:14][CH:13]=3)[C:9]([NH:8][C:5]3[CH:6]=[N:7][C:2]([C:39]4[CH:40]=[CH:41][C:36]([S:35][CH3:34])=[CH:37][CH:38]=4)=[CH:3][CH:4]=3)=[O:33])[CH:17]=1)[N:24]=[CH:23][CH:22]=[CH:21]2)([CH3:28])[CH3:27])(=[O:31])=[O:30], predict the reactants needed to synthesize it. The reactants are: Cl[C:2]1[N:7]=[CH:6][C:5]([NH:8][C:9](=[O:33])[C:10]2[CH:15]=[CH:14][CH:13]=[C:12]([C:16]3[CH:17]=[C:18]([C:26]([S:29]([CH3:32])(=[O:31])=[O:30])([CH3:28])[CH3:27])[CH:19]=[C:20]4[C:25]=3[N:24]=[CH:23][CH:22]=[CH:21]4)[CH:11]=2)=[CH:4][CH:3]=1.[CH3:34][S:35][C:36]1[CH:41]=[CH:40][C:39](B(O)O)=[CH:38][CH:37]=1.C([O-])([O-])=O.[Na+].[Na+].